From a dataset of Full USPTO retrosynthesis dataset with 1.9M reactions from patents (1976-2016). Predict the reactants needed to synthesize the given product. (1) Given the product [OH:9][CH2:10][CH2:11][C@H:12]1[CH2:17][CH2:16][C@H:15]([NH:18][C:19](=[O:21])[CH3:20])[CH2:14][CH2:13]1, predict the reactants needed to synthesize it. The reactants are: [H-].[H-].[H-].[H-].[Li+].[Al+3].C([O:9][C:10](=O)[CH2:11][C@H:12]1[CH2:17][CH2:16][C@H:15]([NH:18][C:19](=[O:21])[CH3:20])[CH2:14][CH2:13]1)C.O.[OH-].[Na+]. (2) Given the product [C:22]([O:26][C:27](=[O:28])[NH:29][CH:30]1[CH2:34][CH2:33][N:32]([C:9]2[N:8]([CH2:1][C:2]3[CH:7]=[CH:6][CH:5]=[CH:4][CH:3]=3)[C:16]3[C:15](=[O:17])[N:14]([CH3:18])[C:13](=[O:19])[N:12]([CH3:20])[C:11]=3[N:10]=2)[CH2:31]1)([CH3:25])([CH3:23])[CH3:24], predict the reactants needed to synthesize it. The reactants are: [CH2:1]([N:8]1[C:16]2[C:15](=[O:17])[N:14]([CH3:18])[C:13](=[O:19])[N:12]([CH3:20])[C:11]=2[N:10]=[C:9]1Cl)[C:2]1[CH:7]=[CH:6][CH:5]=[CH:4][CH:3]=1.[C:22]([O:26][C:27]([NH:29][C@H:30]1[CH2:34][CH2:33][NH:32][CH2:31]1)=[O:28])([CH3:25])([CH3:24])[CH3:23].C(N(CC)CC)C.CN(C=O)C.